Dataset: Forward reaction prediction with 1.9M reactions from USPTO patents (1976-2016). Task: Predict the product of the given reaction. (1) The product is: [CH3:25][O:26][C:27](=[O:28])[CH2:29][C@:30]1([CH2:36][N:20]=[C:23]=[O:8])[CH2:34][CH2:33][C@@H:32]([CH3:35])[CH2:31]1. Given the reactants C1(P(N=[N+]=[N-])(C2C=CC=CC=2)=[O:8])C=CC=CC=1.C([N:20]([CH2:23]C)CC)C.[CH3:25][O:26][C:27]([CH2:29][C@:30]1([CH2:36]C(O)=O)[CH2:34][CH2:33][C@@H:32]([CH3:35])[CH2:31]1)=[O:28], predict the reaction product. (2) Given the reactants [N:1]1[CH:6]=[CH:5][C:4]([CH2:7][C:8]2[C:17]3[C:12](=[CH:13][CH:14]=[CH:15][CH:16]=3)[C:11](=[O:18])[NH:10][N:9]=2)=[CH:3][CH:2]=1.C1(=O)OC(=[O:23])C2=CC=CC=C12.CC1C=CN=CC=1, predict the reaction product. The product is: [CH:15]1[CH:16]=[C:17]2[C:8]([C:7]([C:11](=[O:18])[C:12]2=[CH:13][CH:14]=1)=[C:4]1[CH:5]=[CH:6][NH:1][CH:2]=[CH:3]1)=[O:23].[NH2:9][NH2:10]. (3) Given the reactants [F:1][C:2]([F:7])([F:6])[C:3]([OH:5])=[O:4].[CH3:8][N:9]1[CH:14]=[C:13]([C:15]2[C:24]3[O:23][CH:22]([C:25]4[CH:30]=[CH:29][CH:28]=[CH:27][N:26]=4)[C:21](=[O:31])[NH:20][C:19]=3[CH:18]=[CH:17][CH:16]=2)[C:12]2[CH:32]=[CH:33][N:34](S(C3C=CC(C)=CC=3)(=O)=O)[C:11]=2[C:10]1=[O:45], predict the reaction product. The product is: [F:1][C:2]([F:7])([F:6])[C:3]([OH:5])=[O:4].[CH3:8][N:9]1[CH:14]=[C:13]([C:15]2[C:24]3[O:23][CH:22]([C:25]4[CH:30]=[CH:29][CH:28]=[CH:27][N:26]=4)[C:21](=[O:31])[NH:20][C:19]=3[CH:18]=[CH:17][CH:16]=2)[C:12]2[CH:32]=[CH:33][NH:34][C:11]=2[C:10]1=[O:45]. (4) Given the reactants [H-].[Na+].[F:3][C:4]([F:25])([F:24])[O:5][C:6]1[CH:11]=[CH:10][C:9]([C:12]2[N:16]=[C:15]([C:17]3[CH:18]=[CH:19][C:20](=[O:23])[NH:21][CH:22]=3)[O:14][N:13]=2)=[CH:8][CH:7]=1.[C:26]([O:29][C:30]1([C:33]2[CH:38]=[CH:37][CH:36]=[C:35]([CH2:39]OS(C)(=O)=O)[CH:34]=2)[CH2:32][CH2:31]1)(=[O:28])[CH3:27].O, predict the reaction product. The product is: [C:26]([O:29][C:30]1([C:33]2[CH:38]=[CH:37][CH:36]=[C:35]([CH2:39][N:21]3[CH:22]=[C:17]([C:15]4[O:14][N:13]=[C:12]([C:9]5[CH:10]=[CH:11][C:6]([O:5][C:4]([F:3])([F:24])[F:25])=[CH:7][CH:8]=5)[N:16]=4)[CH:18]=[CH:19][C:20]3=[O:23])[CH:34]=2)[CH2:32][CH2:31]1)(=[O:28])[CH3:27]. (5) Given the reactants Br[C:2]1[CH:3]=[CH:4][C:5](=[O:13])[N:6]([CH2:8][C:9]([OH:12])([CH3:11])[CH3:10])[CH:7]=1.[B:14]1([B:14]2[O:18][C:17]([CH3:20])([CH3:19])[C:16]([CH3:22])([CH3:21])[O:15]2)[O:18][C:17]([CH3:20])([CH3:19])[C:16]([CH3:22])([CH3:21])[O:15]1.C([O-])(=O)C.[K+], predict the reaction product. The product is: [OH:12][C:9]([CH3:11])([CH3:10])[CH2:8][N:6]1[CH:7]=[C:2]([B:14]2[O:18][C:17]([CH3:20])([CH3:19])[C:16]([CH3:22])([CH3:21])[O:15]2)[CH:3]=[CH:4][C:5]1=[O:13].